Dataset: Catalyst prediction with 721,799 reactions and 888 catalyst types from USPTO. Task: Predict which catalyst facilitates the given reaction. (1) Reactant: [CH:1]1([C:7]2[C:11]([CH2:12][CH2:13][CH2:14][OH:15])=[CH:10][N:9]([C:16]3[CH:21]=[CH:20][C:19]([C:22]([F:25])([F:24])[F:23])=[CH:18][N:17]=3)[N:8]=2)[CH2:6][CH2:5][CH2:4][CH2:3][CH2:2]1.O[C:27]1[C:31]([CH2:32][C:33]([O:35]C)=[O:34])=[CH:30][N:29]([CH3:37])[N:28]=1.C(P(CCCC)CCCC)CCC.N(C(N1CCCCC1)=O)=NC(N1CCCCC1)=O. Product: [CH:1]1([C:7]2[C:11]([CH2:12][CH2:13][CH2:14][O:15][C:27]3[C:31]([CH2:32][C:33]([OH:35])=[O:34])=[CH:30][N:29]([CH3:37])[N:28]=3)=[CH:10][N:9]([C:16]3[CH:21]=[CH:20][C:19]([C:22]([F:23])([F:24])[F:25])=[CH:18][N:17]=3)[N:8]=2)[CH2:6][CH2:5][CH2:4][CH2:3][CH2:2]1. The catalyst class is: 7. (2) Reactant: FC(F)(F)S(O)(=O)=O.[Br:9][C:10]1[CH:11]=[C:12]([CH2:16][CH:17]([CH3:22])[CH2:18][C:19]([OH:21])=O)[CH:13]=[CH:14][CH:15]=1. Product: [Br:9][C:10]1[CH:11]=[C:12]2[C:13](=[CH:14][CH:15]=1)[C:19](=[O:21])[CH2:18][CH:17]([CH3:22])[CH2:16]2. The catalyst class is: 366. (3) Reactant: [F:1][C:2]1[CH:7]=[C:6]([F:8])[CH:5]=[CH:4][C:3]=1[NH:9][S:10]([C:13]1[CH:18]=[CH:17][CH:16]=[C:15]([O:19][CH3:20])[CH:14]=1)(=[O:12])=[O:11].C([N-]C(C)C)(C)C.[Li+].[CH:29]([Si:32]([CH:47]([CH3:49])[CH3:48])([CH:44]([CH3:46])[CH3:45])[N:33]1[C:37]2=[N:38][CH:39]=[CH:40][CH:41]=[C:36]2[C:35]([CH:42]=[O:43])=[CH:34]1)([CH3:31])[CH3:30].O. Product: [F:1][C:2]1[C:7]([CH:42]([OH:43])[C:35]2[C:36]3[C:37](=[N:38][CH:39]=[CH:40][CH:41]=3)[N:33]([Si:32]([CH:44]([CH3:46])[CH3:45])([CH:47]([CH3:49])[CH3:48])[CH:29]([CH3:30])[CH3:31])[CH:34]=2)=[C:6]([F:8])[CH:5]=[CH:4][C:3]=1[NH:9][S:10]([C:13]1[CH:18]=[CH:17][CH:16]=[C:15]([O:19][CH3:20])[CH:14]=1)(=[O:11])=[O:12]. The catalyst class is: 7. (4) Reactant: [C:1]([N:8]1[C:16]2[C:11](=[CH:12][C:13](B(O)O)=[CH:14][CH:15]=2)[CH:10]=[CH:9]1)([O:3][C:4]([CH3:7])(C)C)=[O:2].N1C=CC=CC=1.[C:26]([C:30]1[CH:34]=[C:33]([C:35]([O:37][CH2:38][CH3:39])=[O:36])[NH:32][N:31]=1)([CH3:29])([CH3:28])[CH3:27].B(O)O. Product: [C:26]([C:30]1[CH:34]=[C:33]([C:35]([O:37][CH2:38][CH3:39])=[O:36])[N:32]([C:13]2[CH:12]=[C:11]3[C:16](=[CH:15][CH:14]=2)[N:8]([C:1]([O:3][CH2:4][CH3:7])=[O:2])[CH:9]=[CH:10]3)[N:31]=1)([CH3:29])([CH3:27])[CH3:28]. The catalyst class is: 749.